From a dataset of Peptide-MHC class I binding affinity with 185,985 pairs from IEDB/IMGT. Regression. Given a peptide amino acid sequence and an MHC pseudo amino acid sequence, predict their binding affinity value. This is MHC class I binding data. The peptide sequence is KIKLPTWLGA. The MHC is HLA-A68:02 with pseudo-sequence HLA-A68:02. The binding affinity (normalized) is 0.189.